Task: Predict which catalyst facilitates the given reaction.. Dataset: Catalyst prediction with 721,799 reactions and 888 catalyst types from USPTO (1) The catalyst class is: 7. Reactant: FC(F)(F)C(OC(=O)C(F)(F)F)=O.[CH2:14]([O:16][C:17]([C:19]12[CH2:26][CH2:25][C:22]([NH:27][CH2:28][C:29]([N:31]3[CH2:35][C@@H:34]([F:36])[CH2:33][C@H:32]3[C:37]([NH2:39])=O)=[O:30])([CH2:23][CH2:24]1)[CH2:21][CH2:20]2)=[O:18])[CH3:15].C(=O)(O)[O-].[Na+]. Product: [CH2:14]([O:16][C:17]([C:19]12[CH2:26][CH2:25][C:22]([NH:27][CH2:28][C:29]([N:31]3[CH2:35][C@@H:34]([F:36])[CH2:33][C@H:32]3[C:37]#[N:39])=[O:30])([CH2:23][CH2:24]1)[CH2:21][CH2:20]2)=[O:18])[CH3:15]. (2) Reactant: [CH3:1][C:2](=[O:6])[CH2:3][CH2:4][CH3:5].[CH3:7][C:8]([CH3:13])([CH2:11]O)[CH2:9][OH:10].C1(C)C=CC(S(O)(=O)=O)=CC=1. Product: [CH3:1][C:2]1([CH2:3][CH2:4][CH3:5])[O:10][CH2:9][C:8]([CH3:13])([CH3:11])[CH2:7][O:6]1. The catalyst class is: 11. (3) Reactant: [Br:1][C:2]1[CH:3]=[CH:4][C:5]([C:9]([CH3:12])([CH3:11])[CH3:10])=[C:6]([OH:8])[CH:7]=1.[CH2:13](Br)[C:14]1[CH:19]=[CH:18][CH:17]=[CH:16][CH:15]=1.C([O-])([O-])=O.[Cs+].[Cs+]. Product: [CH2:13]([O:8][C:6]1[CH:7]=[C:2]([Br:1])[CH:3]=[CH:4][C:5]=1[C:9]([CH3:12])([CH3:11])[CH3:10])[C:14]1[CH:19]=[CH:18][CH:17]=[CH:16][CH:15]=1. The catalyst class is: 10. (4) Reactant: [O:1]1[C:3]2([CH2:8][CH2:7][N:6]([C:9]3[CH:14]=[CH:13][C:12]([N:15]4[CH2:19][C@H:18]([CH2:20][NH:21][C:22](=[O:24])[CH3:23])[O:17][C:16]4=[O:25])=[CH:11][C:10]=3[F:26])[CH2:5][CH2:4]2)[CH2:2]1.[NH:27]1[CH2:32][CH2:31][O:30][CH2:29][CH2:28]1. Product: [O:30]1[CH2:31][CH2:32][N:27]([CH2:2][C:3]2([OH:1])[CH2:4][CH2:5][N:6]([C:9]3[CH:14]=[CH:13][C:12]([N:15]4[CH2:19][C@H:18]([CH2:20][NH:21][C:22](=[O:24])[CH3:23])[O:17][C:16]4=[O:25])=[CH:11][C:10]=3[F:26])[CH2:7][CH2:8]2)[CH2:28][CH2:29]1. The catalyst class is: 5.